Dataset: Catalyst prediction with 721,799 reactions and 888 catalyst types from USPTO. Task: Predict which catalyst facilitates the given reaction. Reactant: [CH2:1]([O:3][C:4]([N:6]=[C:7]=[S:8])=[O:5])[CH3:2].[NH2:9][C:10]1[CH:15]=[CH:14][C:13]([Br:16])=[CH:12][N:11]=1. Product: [CH2:1]([O:3][C:4](=[O:5])[NH:6][C:7](=[S:8])[NH:9][C:10]1[CH:15]=[CH:14][C:13]([Br:16])=[CH:12][N:11]=1)[CH3:2]. The catalyst class is: 12.